Dataset: Reaction yield outcomes from USPTO patents with 853,638 reactions. Task: Predict the reaction yield, written as a fraction of the theoretical maximum amount of product (1.0 means a 100% yield; for example, 0.34 means a 34% yield). The reactants are [C:1]1([C:7]2[CH:8]=[CH:9][C:10]3[N:11]([C:13]([CH2:16][NH2:17])=[N:14][N:15]=3)[N:12]=2)[CH:6]=[CH:5][CH:4]=[CH:3][CH:2]=1.Cl[C:19]1[N:27]=[CH:26][N:25]=[C:24]2[C:20]=1[NH:21][CH:22]=[N:23]2.C(O)(CC)C. No catalyst specified. The product is [C:1]1([C:7]2[CH:8]=[CH:9][C:10]3[N:11]([C:13]([CH2:16][NH:17][C:19]4[N:27]=[CH:26][N:25]=[C:24]5[C:20]=4[NH:21][CH:22]=[N:23]5)=[N:14][N:15]=3)[N:12]=2)[CH:2]=[CH:3][CH:4]=[CH:5][CH:6]=1. The yield is 0.328.